Dataset: NCI-60 drug combinations with 297,098 pairs across 59 cell lines. Task: Regression. Given two drug SMILES strings and cell line genomic features, predict the synergy score measuring deviation from expected non-interaction effect. (1) Drug 1: CN(CC1=CN=C2C(=N1)C(=NC(=N2)N)N)C3=CC=C(C=C3)C(=O)NC(CCC(=O)O)C(=O)O. Drug 2: C1CCC(C(C1)N)N.C(=O)(C(=O)[O-])[O-].[Pt+4]. Cell line: UACC62. Synergy scores: CSS=50.8, Synergy_ZIP=-10.2, Synergy_Bliss=-9.38, Synergy_Loewe=-6.38, Synergy_HSA=-3.74. (2) Drug 1: CCCCCOC(=O)NC1=NC(=O)N(C=C1F)C2C(C(C(O2)C)O)O. Drug 2: C1CNP(=O)(OC1)N(CCCl)CCCl. Cell line: SR. Synergy scores: CSS=0.718, Synergy_ZIP=0.138, Synergy_Bliss=-0.972, Synergy_Loewe=-4.31, Synergy_HSA=-4.29. (3) Drug 1: CN1C(=O)N2C=NC(=C2N=N1)C(=O)N. Drug 2: B(C(CC(C)C)NC(=O)C(CC1=CC=CC=C1)NC(=O)C2=NC=CN=C2)(O)O. Cell line: MALME-3M. Synergy scores: CSS=52.3, Synergy_ZIP=0.944, Synergy_Bliss=-0.334, Synergy_Loewe=-45.1, Synergy_HSA=-2.31. (4) Synergy scores: CSS=7.58, Synergy_ZIP=-3.95, Synergy_Bliss=-3.84, Synergy_Loewe=1.75, Synergy_HSA=-3.91. Drug 1: CC1=C2C(C(=O)C3(C(CC4C(C3C(C(C2(C)C)(CC1OC(=O)C(C(C5=CC=CC=C5)NC(=O)OC(C)(C)C)O)O)OC(=O)C6=CC=CC=C6)(CO4)OC(=O)C)O)C)O. Cell line: DU-145. Drug 2: CC(C)CN1C=NC2=C1C3=CC=CC=C3N=C2N. (5) Drug 1: COC1=C(C=C2C(=C1)N=CN=C2NC3=CC(=C(C=C3)F)Cl)OCCCN4CCOCC4. Drug 2: CC1CCC2CC(C(=CC=CC=CC(CC(C(=O)C(C(C(=CC(C(=O)CC(OC(=O)C3CCCCN3C(=O)C(=O)C1(O2)O)C(C)CC4CCC(C(C4)OC)OCCO)C)C)O)OC)C)C)C)OC. Cell line: KM12. Synergy scores: CSS=18.7, Synergy_ZIP=-8.69, Synergy_Bliss=-9.07, Synergy_Loewe=-6.18, Synergy_HSA=-5.52. (6) Drug 1: C1CCC(C1)C(CC#N)N2C=C(C=N2)C3=C4C=CNC4=NC=N3. Drug 2: C1=C(C(=O)NC(=O)N1)F. Cell line: NCIH23. Synergy scores: CSS=37.2, Synergy_ZIP=-11.3, Synergy_Bliss=-11.9, Synergy_Loewe=-11.6, Synergy_HSA=-8.58. (7) Drug 1: C1CCC(C1)C(CC#N)N2C=C(C=N2)C3=C4C=CNC4=NC=N3. Drug 2: CCC1=CC2CC(C3=C(CN(C2)C1)C4=CC=CC=C4N3)(C5=C(C=C6C(=C5)C78CCN9C7C(C=CC9)(C(C(C8N6C)(C(=O)OC)O)OC(=O)C)CC)OC)C(=O)OC.C(C(C(=O)O)O)(C(=O)O)O. Cell line: SK-OV-3. Synergy scores: CSS=44.4, Synergy_ZIP=5.07, Synergy_Bliss=4.22, Synergy_Loewe=-24.1, Synergy_HSA=5.19. (8) Cell line: HS 578T. Drug 2: CC1=C(C(=O)C2=C(C1=O)N3CC4C(C3(C2COC(=O)N)OC)N4)N. Drug 1: CC1=C(C=C(C=C1)NC(=O)C2=CC=C(C=C2)CN3CCN(CC3)C)NC4=NC=CC(=N4)C5=CN=CC=C5. Synergy scores: CSS=10.9, Synergy_ZIP=-4.51, Synergy_Bliss=-2.10, Synergy_Loewe=-5.86, Synergy_HSA=0.408.